Dataset: Peptide-MHC class I binding affinity with 185,985 pairs from IEDB/IMGT. Task: Regression. Given a peptide amino acid sequence and an MHC pseudo amino acid sequence, predict their binding affinity value. This is MHC class I binding data. (1) The peptide sequence is PIQKETWETW. The MHC is HLA-A02:03 with pseudo-sequence HLA-A02:03. The binding affinity (normalized) is 0. (2) The peptide sequence is RQFPTWFEF. The MHC is Mamu-B3901 with pseudo-sequence Mamu-B3901. The binding affinity (normalized) is 0.627. (3) The binding affinity (normalized) is 0.346. The peptide sequence is NPTVEAGRT. The MHC is HLA-B07:02 with pseudo-sequence HLA-B07:02. (4) The binding affinity (normalized) is 0. The MHC is HLA-A02:03 with pseudo-sequence HLA-A02:03. The peptide sequence is QTVEDEARRM. (5) The peptide sequence is ALFMHFRGGCI. The MHC is Mamu-B08 with pseudo-sequence Mamu-B08. The binding affinity (normalized) is 0.270. (6) The peptide sequence is LPRPDTRHL. The MHC is HLA-A03:01 with pseudo-sequence HLA-A03:01. The binding affinity (normalized) is 0. (7) The peptide sequence is LVTARQKLK. The MHC is HLA-B51:01 with pseudo-sequence HLA-B51:01. The binding affinity (normalized) is 0.0847.